Task: Predict the product of the given reaction.. Dataset: Forward reaction prediction with 1.9M reactions from USPTO patents (1976-2016) (1) Given the reactants [Li].[CH3:2][O:3][C:4]1[CH:5]=[C:6]([C:10]([O-])=[CH:11][C:12](=O)[C:13]([O:15]CC)=[O:14])[CH:7]=[N:8][CH:9]=1.ClC1C=C(C2N(C3C=CC=CN=3)N=C(C(O)=O)C=2)C=C(F)C=1.Cl.[Cl:43][C:44]1[CH:45]=[C:46]([NH:51][NH2:52])[CH:47]=[CH:48][C:49]=1[F:50], predict the reaction product. The product is: [Cl:43][C:44]1[CH:45]=[C:46]([N:51]2[C:10]([C:6]3[CH:7]=[N:8][CH:9]=[C:4]([O:3][CH3:2])[CH:5]=3)=[CH:11][C:12]([C:13]([OH:15])=[O:14])=[N:52]2)[CH:47]=[CH:48][C:49]=1[F:50]. (2) Given the reactants [CH3:1][O:2][C:3]1[CH:4]=[C:5](B2OC(C)(C)C(C)(C)O2)[CH:6]=[C:7]2[C:12]=1[O:11][CH:10]([C:13]([F:16])([F:15])[F:14])[C:9]([C:17]([O:19][CH2:20][CH3:21])=[O:18])=[CH:8]2.[OH:31]O.[OH-].[Na+].Cl, predict the reaction product. The product is: [OH:31][C:5]1[CH:6]=[C:7]2[C:12](=[C:3]([O:2][CH3:1])[CH:4]=1)[O:11][CH:10]([C:13]([F:14])([F:16])[F:15])[C:9]([C:17]([O:19][CH2:20][CH3:21])=[O:18])=[CH:8]2. (3) Given the reactants [CH2:1]1[CH:5]2[CH2:6][NH:7][CH2:8][CH:4]2[CH2:3][N:2]1[C:9]1[CH:18]=[N:17][C:16]2[C:11](=[CH:12][CH:13]=[CH:14][CH:15]=2)[N:10]=1.[F:19][C:20]1[CH:25]=[CH:24][C:23]([C:26]2[C:27]([C:32](O)=[O:33])=[CH:28][CH:29]=[CH:30][CH:31]=2)=[CH:22][CH:21]=1, predict the reaction product. The product is: [F:19][C:20]1[CH:21]=[CH:22][C:23]([C:26]2[CH:31]=[CH:30][CH:29]=[CH:28][C:27]=2[C:32]([N:7]2[CH2:6][CH:5]3[CH2:1][N:2]([C:9]4[CH:18]=[N:17][C:16]5[C:11](=[CH:12][CH:13]=[CH:14][CH:15]=5)[N:10]=4)[CH2:3][CH:4]3[CH2:8]2)=[O:33])=[CH:24][CH:25]=1. (4) Given the reactants [CH:1]1[C:6]([N+:7]([O-:9])=[O:8])=[CH:5][C:4]([Cl:10])=[C:3]([NH:11][C:12]([C:14]2[CH:15]=[C:16]([Cl:21])[CH:17]=[CH:18][C:19]=2[OH:20])=[O:13])[CH:2]=1.C1C=CC(P(C2C=CC=CC=2)C2C=CC=CC=2)=CC=1.[C:41]([O:45][C:46]([N:48]1[CH2:53][CH2:52][N:51]([CH2:54][CH2:55]O)[CH2:50][CH2:49]1)=[O:47])([CH3:44])([CH3:43])[CH3:42].CC(OC(/N=N/C(OC(C)C)=O)=O)C, predict the reaction product. The product is: [C:41]([O:45][C:46]([N:48]1[CH2:53][CH2:52][N:51]([CH2:54][CH2:55][O:20][C:19]2[CH:18]=[CH:17][C:16]([Cl:21])=[CH:15][C:14]=2[C:12](=[O:13])[NH:11][C:3]2[CH:2]=[CH:1][C:6]([N+:7]([O-:9])=[O:8])=[CH:5][C:4]=2[Cl:10])[CH2:50][CH2:49]1)=[O:47])([CH3:44])([CH3:43])[CH3:42]. (5) Given the reactants C1(P(C2C=CC=CC=2)C2C=CC=CC=2)C=CC=CC=1.[CH:20]1([C:26]2[CH:31]=[C:30]([Cl:32])[CH:29]=[CH:28][C:27]=2[OH:33])[CH2:25][CH2:24][CH2:23][CH2:22][CH2:21]1.O[CH2:35][CH2:36][N:37]1[CH2:42][CH2:41][O:40][CH2:39][CH2:38]1.CCOC(/N=N/C(OCC)=O)=O, predict the reaction product. The product is: [CH:20]1([C:26]2[CH:31]=[C:30]([Cl:32])[CH:29]=[CH:28][C:27]=2[O:33][CH2:35][CH2:36][N:37]2[CH2:42][CH2:41][O:40][CH2:39][CH2:38]2)[CH2:21][CH2:22][CH2:23][CH2:24][CH2:25]1. (6) Given the reactants [CH2:1]([O:5][C:6]([C:8]1[C:9]([OH:18])=[C:10]2[CH:17]=[CH:16][S:15][C:11]2=[C:12](Br)[N:13]=1)=[O:7])[CH2:2][CH2:3][CH3:4].[C:19]1(B(O)O)[CH:24]=[CH:23][CH:22]=[CH:21][CH:20]=1.C(=O)([O-])[O-].[K+].[K+], predict the reaction product. The product is: [CH2:1]([O:5][C:6]([C:8]1[C:9]([OH:18])=[C:10]2[CH:17]=[CH:16][S:15][C:11]2=[C:12]([C:19]2[CH:24]=[CH:23][CH:22]=[CH:21][CH:20]=2)[N:13]=1)=[O:7])[CH2:2][CH2:3][CH3:4]. (7) The product is: [CH:11]([N:18]1[CH2:19][CH2:20][CH2:21][N:15]([C:22]2[S:26][C:25]([C:27]([O:29][CH2:30][CH3:31])=[O:28])=[CH:24][CH:23]=2)[CH2:16][CH2:17]1)([CH3:12])[CH3:32]. Given the reactants C(O[BH-](O[C:11](=O)[CH3:12])OC(=O)C)(=O)C.[Na+].[N:15]1([C:22]2[S:26][C:25]([C:27]([O:29][CH2:30][CH3:31])=[O:28])=[CH:24][CH:23]=2)[CH2:21][CH2:20][CH2:19][NH:18][CH2:17][CH2:16]1.[C:32](O)(=O)C, predict the reaction product.